From a dataset of Catalyst prediction with 721,799 reactions and 888 catalyst types from USPTO. Predict which catalyst facilitates the given reaction. (1) Reactant: [CH2:1]([C:5]1[N:10]=[C:9](SC)[NH:8][C:7](=[O:13])[CH:6]=1)[CH2:2][CH2:3][CH3:4].C(O)(=[O:16])C. Product: [CH2:1]([C:5]1[N:10]=[C:9]([OH:16])[N:8]=[C:7]([OH:13])[CH:6]=1)[CH2:2][CH2:3][CH3:4]. The catalyst class is: 6. (2) Reactant: [CH3:1][O:2][C:3]1[CH:4]=[C:5]2[C:10](=[CH:11][C:12]=1[O:13][CH3:14])[N:9]=[CH:8][CH:7]=[C:6]2[O:15][C:16]1[C:22]([CH3:23])=[CH:21][C:19]([NH2:20])=[C:18]([CH3:24])[CH:17]=1.C(N(CC)CC)C.[C:32](Cl)(Cl)=[S:33].[CH3:36][N:37]([CH3:41])[CH2:38][CH2:39][NH2:40]. Product: [CH3:1][O:2][C:3]1[CH:4]=[C:5]2[C:10](=[CH:11][C:12]=1[O:13][CH3:14])[N:9]=[CH:8][CH:7]=[C:6]2[O:15][C:16]1[C:22]([CH3:23])=[CH:21][C:19]([NH:20][C:32]([NH:40][CH2:39][CH2:38][N:37]([CH3:41])[CH3:36])=[S:33])=[C:18]([CH3:24])[CH:17]=1. The catalyst class is: 42.